This data is from Full USPTO retrosynthesis dataset with 1.9M reactions from patents (1976-2016). The task is: Predict the reactants needed to synthesize the given product. Given the product [CH3:26][N:25]1[CH:24]=[N:23][N:22]=[C:21]1[S:20][C:9]1[CH:10]=[C:11]2[C:6](=[CH:7][CH:8]=1)[N:5]=[CH:4][N:3]=[C:2]2[NH:13][C:14]1[CH:19]=[CH:18][CH:17]=[CH:16][N:15]=1, predict the reactants needed to synthesize it. The reactants are: Cl[C:2]1[C:11]2[C:6](=[CH:7][CH:8]=[C:9](I)[CH:10]=2)[N:5]=[CH:4][N:3]=1.[NH2:13][C:14]1[CH:19]=[CH:18][CH:17]=[CH:16][N:15]=1.[SH:20][C:21]1[N:25]([CH3:26])[CH:24]=[N:23][N:22]=1.